This data is from Full USPTO retrosynthesis dataset with 1.9M reactions from patents (1976-2016). The task is: Predict the reactants needed to synthesize the given product. Given the product [CH3:6][C:7]1[N:12]=[C:11]([C:13]2[NH:24][O:45][C:5](=[O:1])[N:15]=2)[CH:10]=[C:9]([O:16][CH2:17][C:18]([F:21])([F:20])[F:19])[CH:8]=1, predict the reactants needed to synthesize it. The reactants are: [O:1]1[CH2:5]CCC1.[CH3:6][C:7]1[N:12]=[C:11]([C:13]([NH2:15])=O)[CH:10]=[C:9]([O:16][CH2:17][C:18]([F:21])([F:20])[F:19])[CH:8]=1.C(N1C=CN=C1)([N:24]1C=CN=C1)=O.N12CCCN=C1CCCCC2.[OH2:45].